Dataset: Full USPTO retrosynthesis dataset with 1.9M reactions from patents (1976-2016). Task: Predict the reactants needed to synthesize the given product. (1) The reactants are: [O:1]1[C:6]2[CH:7]=[CH:8][C:9](B(O)O)=[CH:10][C:5]=2[O:4][CH2:3][CH2:2]1.O.[C:15]([OH:19])(=[O:18])[CH:16]=O.[CH3:20][N:21]1[CH2:26][CH2:25][NH:24][CH2:23][CH2:22]1.CCOCC. Given the product [O:1]1[C:6]2[CH:7]=[CH:8][C:9]([CH:16]([N:24]3[CH2:25][CH2:26][N:21]([CH3:20])[CH2:22][CH2:23]3)[C:15]([OH:19])=[O:18])=[CH:10][C:5]=2[O:4][CH2:3][CH2:2]1, predict the reactants needed to synthesize it. (2) Given the product [CH:31]1([CH:14]([C:15]2[S:19][C:18]([C:20]3[CH:25]=[CH:24][C:23]([C:26]([F:28])([F:29])[F:27])=[CH:22][CH:21]=3)=[N:17][C:16]=2[CH3:30])[O:13][C:10]2[CH:11]=[CH:12][C:7]([CH2:6][CH:5]([O:35][CH2:36][CH3:37])[C:4]([OH:38])=[O:3])=[C:8]([CH3:34])[CH:9]=2)[CH2:33][CH2:32]1, predict the reactants needed to synthesize it. The reactants are: C([O:3][C:4](=[O:38])[CH:5]([O:35][CH2:36][CH3:37])[CH2:6][C:7]1[CH:12]=[CH:11][C:10]([O:13][CH:14]([CH:31]2[CH2:33][CH2:32]2)[C:15]2[S:19][C:18]([C:20]3[CH:25]=[CH:24][C:23]([C:26]([F:29])([F:28])[F:27])=[CH:22][CH:21]=3)=[N:17][C:16]=2[CH3:30])=[CH:9][C:8]=1[CH3:34])C.[Li+].[OH-].